This data is from Forward reaction prediction with 1.9M reactions from USPTO patents (1976-2016). The task is: Predict the product of the given reaction. (1) Given the reactants C(OC([NH:8][CH2:9][CH2:10][CH2:11][CH:12]([CH2:18][C:19]1[N:20]=[CH:21][N:22]([CH:24]2[CH2:29][CH2:28][CH2:27][C:26]([CH3:31])([CH3:30])[CH2:25]2)[CH:23]=1)[C:13]([O:15]CC)=[O:14])=O)(C)(C)C, predict the reaction product. The product is: [NH2:8][CH2:9][CH2:10][CH2:11][CH:12]([CH2:18][C:19]1[N:20]=[CH:21][N:22]([CH:24]2[CH2:29][CH2:28][CH2:27][C:26]([CH3:31])([CH3:30])[CH2:25]2)[CH:23]=1)[C:13]([OH:15])=[O:14]. (2) Given the reactants [C:1]([O:5][C:6]([CH:8]1[CH:14](C(O)=O)[CH2:13][CH:12]=[CH:11][CH2:10][N:9]1[S:18]([C:21]1[CH:26]=[CH:25][C:24]([O:27][CH3:28])=[CH:23][CH:22]=1)(=[O:20])=[O:19])=[O:7])([CH3:4])([CH3:3])[CH3:2].C([N:32]([CH2:36]CC)CCC)CC.C1(P(N=[N+]=[N-])(C2C=CC=CC=2)=[O:46])C=CC=CC=1.[CH3:56][O:57][C:58]1[CH:65]=[CH:64][C:61]([CH2:62][OH:63])=[CH:60][CH:59]=1, predict the reaction product. The product is: [C:1]([O:5][C:6]([CH:8]1[CH:14]([NH:32][C:36]([O:63][CH2:62][C:61]2[CH:64]=[CH:65][C:58]([O:57][CH3:56])=[CH:59][CH:60]=2)=[O:46])[CH2:13][CH:12]=[CH:11][CH2:10][N:9]1[S:18]([C:21]1[CH:26]=[CH:25][C:24]([O:27][CH3:28])=[CH:23][CH:22]=1)(=[O:20])=[O:19])=[O:7])([CH3:4])([CH3:2])[CH3:3].